Dataset: Catalyst prediction with 721,799 reactions and 888 catalyst types from USPTO. Task: Predict which catalyst facilitates the given reaction. Reactant: [CH2:1]([C:4]1([NH2:37])[CH2:8][CH2:7][CH:6]([C:9]2[CH:10]=[C:11]3[C:19](=[CH:20][CH:21]=2)[C:18]2[S:17][C:16]([C:22]4[O:26][N:25]=[C:24]([C:27]5[CH:32]=[CH:31][CH:30]=[CH:29][CH:28]=5)[C:23]=4[C:33]([F:36])([F:35])[F:34])=[N:15][C:14]=2[CH2:13][CH2:12]3)[CH2:5]1)[CH:2]=[CH2:3].[CH3:38][C:39]([O:42][C:43](O[C:43]([O:42][C:39]([CH3:41])([CH3:40])[CH3:38])=[O:44])=[O:44])([CH3:41])[CH3:40].CCN(CC)CC. Product: [CH2:1]([C:4]1([NH:37][C:43](=[O:44])[O:42][C:39]([CH3:41])([CH3:40])[CH3:38])[CH2:8][CH2:7][CH:6]([C:9]2[CH:10]=[C:11]3[C:19](=[CH:20][CH:21]=2)[C:18]2[S:17][C:16]([C:22]4[O:26][N:25]=[C:24]([C:27]5[CH:28]=[CH:29][CH:30]=[CH:31][CH:32]=5)[C:23]=4[C:33]([F:34])([F:36])[F:35])=[N:15][C:14]=2[CH2:13][CH2:12]3)[CH2:5]1)[CH:2]=[CH2:3]. The catalyst class is: 4.